From a dataset of Reaction yield outcomes from USPTO patents with 853,638 reactions. Predict the reaction yield, written as a fraction of the theoretical maximum amount of product (1.0 means a 100% yield; for example, 0.34 means a 34% yield). (1) The reactants are Br[C:2]1[CH:3]=[CH:4][C:5]2[O:24][CH2:23][C:8]3([C:16]4[C:11](=[CH:12][CH:13]=[CH:14][CH:15]=4)[N:10]([CH2:17][CH2:18][CH2:19][CH2:20][CH3:21])[C:9]3=[O:22])[C:6]=2[CH:7]=1.Br[C:26]1[CH:31]=[CH:30][C:29]2C3(C[O:48][C:28]=2[CH:27]=1)C1C(=CC=CC=1)N(CCCCC)C3=O. No catalyst specified. The product is [CH2:17]([N:10]1[C:11]2[C:16](=[CH:15][CH:14]=[CH:13][CH:12]=2)[C:8]2([C:6]3[CH:7]=[C:2]([O:48][C:28]4[CH:29]=[CH:30][CH:31]=[CH:26][CH:27]=4)[CH:3]=[CH:4][C:5]=3[O:24][CH2:23]2)[C:9]1=[O:22])[CH2:18][CH2:19][CH2:20][CH3:21]. The yield is 0.100. (2) The reactants are [N:1]1[C:5]2[CH:6]=[CH:7][CH:8]=[CH:9][C:4]=2[NH:3][C:2]=1[CH2:10][C:11]#[N:12].[C:13]([O:21][CH2:22][C:23](=O)[CH:24]([C:30]1[CH:35]=[CH:34][CH:33]=[CH:32][CH:31]=1)[C:25](OCC)=[O:26])(=[O:20])[C:14]1[CH:19]=[CH:18][CH:17]=[CH:16][CH:15]=1.C([O-])(=O)C.[NH4+].O. The catalyst is C(#N)C. The product is [C:13]([O:21][CH2:22][C:23]1[C:24]([C:30]2[CH:35]=[CH:34][CH:33]=[CH:32][CH:31]=2)=[C:25]([OH:26])[N:3]2[C:2](=[N:1][C:5]3[CH:6]=[CH:7][CH:8]=[CH:9][C:4]=32)[C:10]=1[C:11]#[N:12])(=[O:20])[C:14]1[CH:15]=[CH:16][CH:17]=[CH:18][CH:19]=1. The yield is 0.260.